Task: Predict the product of the given reaction.. Dataset: Forward reaction prediction with 1.9M reactions from USPTO patents (1976-2016) Given the reactants [Cl:1][C:2]1[CH:7]=[C:6](B(O)O)[CH:5]=[CH:4][N:3]=1.[NH2:11][C:12]([NH:14][C:15]1[C:16]([C:27]([NH2:29])=[O:28])=[N:17][N:18]([C:20]2[CH:25]=[CH:24][CH:23]=[C:22](Br)[CH:21]=2)[CH:19]=1)=[O:13], predict the reaction product. The product is: [NH2:11][C:12]([NH:14][C:15]1[C:16]([C:27]([NH2:29])=[O:28])=[N:17][N:18]([C:20]2[CH:25]=[CH:24][CH:23]=[C:22]([C:6]3[CH:5]=[CH:4][N:3]=[C:2]([Cl:1])[CH:7]=3)[CH:21]=2)[CH:19]=1)=[O:13].